Dataset: Forward reaction prediction with 1.9M reactions from USPTO patents (1976-2016). Task: Predict the product of the given reaction. (1) Given the reactants [CH:1]1([C:4]([C:6]2[S:7][C:8]([C:11]3[CH:16]=[CH:15][CH:14]=[C:13]([NH:17][C:18]4[N:23]=[C:22]([C:24]([F:27])([F:26])[F:25])[CH:21]=[CH:20][N:19]=4)[CH:12]=3)=[CH:9][N:10]=2)=[O:5])[CH2:3][CH2:2]1.[F:28][C:29]([Si](C)(C)C)([F:31])[F:30].[F-].C[N+](C)(C)C.CC([O-])(C)C.[K+].CCCC[N+](CCCC)(CCCC)CCCC.[F-].Cl, predict the reaction product. The product is: [CH:1]1([C:4]([C:6]2[S:7][C:8]([C:11]3[CH:16]=[CH:15][CH:14]=[C:13]([NH:17][C:18]4[N:23]=[C:22]([C:24]([F:25])([F:26])[F:27])[CH:21]=[CH:20][N:19]=4)[CH:12]=3)=[CH:9][N:10]=2)([OH:5])[C:29]([F:31])([F:30])[F:28])[CH2:3][CH2:2]1. (2) Given the reactants Cl[C:2]1[CH:7]=[CH:6][C:5]([C:8]([F:11])([F:10])[F:9])=[C:4]([F:12])[CH:3]=1.[CH3:13][C:14]([O:17][C:18]([N:20]1[CH2:25][CH2:24][NH:23][CH2:22][CH2:21]1)=[O:19])([CH3:16])[CH3:15].CC(C)([O-])C.[Na+].C(P(C(C)(C)C)C1C=CC=CC=1C1C=CC=CC=1)(C)(C)C, predict the reaction product. The product is: [C:14]([O:17][C:18]([N:20]1[CH2:25][CH2:24][N:23]([C:2]2[CH:7]=[CH:6][C:5]([C:8]([F:11])([F:10])[F:9])=[C:4]([F:12])[CH:3]=2)[CH2:22][CH2:21]1)=[O:19])([CH3:16])([CH3:13])[CH3:15]. (3) Given the reactants [N:1]1[CH:6]=[CH:5][CH:4]=[CH:3][C:2]=1[C:7]1[C:11]([CH2:12][O:13][C:14]2[CH:22]=[CH:21][C:17]([C:18]([OH:20])=O)=[CH:16][N:15]=2)=[CH:10][O:9][N:8]=1.[CH:23]1([NH2:26])[CH2:25][CH2:24]1, predict the reaction product. The product is: [CH:23]1([NH:26][C:18](=[O:20])[C:17]2[CH:21]=[CH:22][C:14]([O:13][CH2:12][C:11]3[C:7]([C:2]4[CH:3]=[CH:4][CH:5]=[CH:6][N:1]=4)=[N:8][O:9][CH:10]=3)=[N:15][CH:16]=2)[CH2:25][CH2:24]1. (4) Given the reactants [Cl:1][C:2]1[C:3]([OH:12])=[N:4][CH:5]=[C:6]([C:8]([F:11])([F:10])[F:9])[CH:7]=1.[O-]CC.[Na+].[F:17][C:18]1[CH:19]=[CH:20][C:21]([O:35][CH3:36])=[C:22]([C:24]([CH3:34])([CH3:33])[CH2:25][C:26]2([C:29]([F:32])([F:31])[F:30])[CH2:28][O:27]2)[CH:23]=1, predict the reaction product. The product is: [Cl:1][C:2]1[C:3](=[O:12])[N:4]([CH2:28][C:26]([OH:27])([C:29]([F:30])([F:32])[F:31])[CH2:25][C:24]([C:22]2[CH:23]=[C:18]([F:17])[CH:19]=[CH:20][C:21]=2[O:35][CH3:36])([CH3:33])[CH3:34])[CH:5]=[C:6]([C:8]([F:11])([F:9])[F:10])[CH:7]=1. (5) Given the reactants Cl.Cl.C(O[C:6]([C:8]1[CH:9]=[C:10]2[C:14](=[CH:15][CH:16]=1)[NH:13][N:12]=[C:11]2[C:17]1[CH:22]=[CH:21][C:20]([F:23])=[CH:19][CH:18]=1)=[NH:7])C.[NH2:24][NH:25][C:26](=O)[CH2:27][O:28][CH2:29][C:30]1[CH:35]=[CH:34][CH:33]=[CH:32][CH:31]=1.C[O-].[Na+], predict the reaction product. The product is: [F:23][C:20]1[CH:19]=[CH:18][C:17]([C:11]2[C:10]3[C:14](=[CH:15][CH:16]=[C:8]([C:6]4[NH:24][N:25]=[C:26]([CH2:27][O:28][CH2:29][C:30]5[CH:35]=[CH:34][CH:33]=[CH:32][CH:31]=5)[N:7]=4)[CH:9]=3)[NH:13][N:12]=2)=[CH:22][CH:21]=1. (6) Given the reactants [NH2:1][C:2]1[C:10]([N+:11]([O-])=O)=[CH:9][CH:8]=[CH:7][C:3]=1[C:4]([NH2:6])=[O:5].[H][H], predict the reaction product. The product is: [NH2:1][C:2]1[C:10]([NH2:11])=[CH:9][CH:8]=[CH:7][C:3]=1[C:4]([NH2:6])=[O:5]. (7) Given the reactants [CH3:1][O:2][C@H:3]([CH3:7])[C:4]([OH:6])=O.CCN(C(C)C)C(C)C.CN(C(ON1N=NC2C=CC=NC1=2)=[N+](C)C)C.F[P-](F)(F)(F)(F)F.[OH:41][C:42]([C:44]([F:47])([F:46])[F:45])=[O:43].[F:48][CH:49]([F:77])[CH2:50][NH:51][C:52]1[N:57]=[C:56]2[CH2:58][NH:59][CH2:60][CH2:61][C:55]2=[N:54][C:53]=1[N:62]1[CH2:67][CH2:66][CH:65]([O:68][C:69]2[CH:74]=[CH:73][C:72]([F:75])=[CH:71][C:70]=2[F:76])[CH2:64][CH2:63]1, predict the reaction product. The product is: [F:77][CH:49]([F:48])[CH2:50][NH:51][C:52]1[N:57]=[C:56]2[CH2:58][N:59]([C:4](=[O:6])[C@H:3]([O:2][CH3:1])[CH3:7])[CH2:60][CH2:61][C:55]2=[N:54][C:53]=1[N:62]1[CH2:63][CH2:64][CH:65]([O:68][C:69]2[CH:74]=[CH:73][C:72]([F:75])=[CH:71][C:70]=2[F:76])[CH2:66][CH2:67]1.[C:42]([OH:43])([C:44]([F:47])([F:46])[F:45])=[O:41].